Dataset: Reaction yield outcomes from USPTO patents with 853,638 reactions. Task: Predict the reaction yield, written as a fraction of the theoretical maximum amount of product (1.0 means a 100% yield; for example, 0.34 means a 34% yield). (1) The reactants are [CH3:1][O:2][C:3](=[O:21])[C:4]1[CH:9]=[C:8]([C:10](=[O:12])[CH3:11])[CH:7]=[CH:6][C:5]=1[O:13][CH2:14][C:15]1[CH:20]=[CH:19][CH:18]=[CH:17][CH:16]=1.[Br:22]Br.C(OCC)C. The catalyst is C(Cl)(Cl)Cl.C1(C)C=CC=CC=1. The product is [CH3:1][O:2][C:3](=[O:21])[C:4]1[CH:9]=[C:8]([C:10](=[O:12])[CH2:11][Br:22])[CH:7]=[CH:6][C:5]=1[O:13][CH2:14][C:15]1[CH:16]=[CH:17][CH:18]=[CH:19][CH:20]=1. The yield is 0.550. (2) The reactants are [CH3:1][C:2]1[O:6][N:5]=[C:4]([CH2:7][OH:8])[CH:3]=1.[N+:9]([C:12]1[CH:19]=[CH:18][CH:17]=[C:16]([N+]([O-])=O)[C:13]=1[C:14]#[N:15])([O-:11])=[O:10]. No catalyst specified. The product is [CH3:1][C:2]1[O:6][N:5]=[C:4]([CH2:7][O:8][C:16]2[CH:17]=[CH:18][CH:19]=[C:12]([N+:9]([O-:11])=[O:10])[C:13]=2[C:14]#[N:15])[CH:3]=1. The yield is 0.860. (3) The reactants are Cl[C:2]1[C:3]([NH:8][CH:9]([CH3:11])[CH3:10])=[N:4][CH:5]=[CH:6][N:7]=1.[NH2:12][C:13]1[CH:18]=[CH:17][CH:16]=[C:15]([CH3:19])[CH:14]=1.CC(C)([O-])C.[Na+]. The catalyst is C1(C)C=CC=CC=1.C1C=CC(/C=C/C(/C=C/C2C=CC=CC=2)=O)=CC=1.C1C=CC(/C=C/C(/C=C/C2C=CC=CC=2)=O)=CC=1.C1C=CC(/C=C/C(/C=C/C2C=CC=CC=2)=O)=CC=1.[Pd].[Pd].C1(P(C2C=CC=CC=2)C2C=CC3C(=CC=CC=3)C=2C2C3C(=CC=CC=3)C=CC=2P(C2C=CC=CC=2)C2C=CC=CC=2)C=CC=CC=1. The product is [CH:9]([NH:8][C:3]1[C:2]([NH:12][C:13]2[CH:14]=[C:15]([CH3:19])[CH:16]=[CH:17][CH:18]=2)=[N:7][CH:6]=[CH:5][N:4]=1)([CH3:11])[CH3:10]. The yield is 0.870.